Task: Predict the reactants needed to synthesize the given product.. Dataset: Full USPTO retrosynthesis dataset with 1.9M reactions from patents (1976-2016) (1) Given the product [F:36][C:8]1[CH:3]=[C:4]([S:9][CH2:10][CH2:11][CH2:12][N:13]([C@H:29]2[CH2:34][CH2:33][C@H:32]([CH3:35])[CH2:31][CH2:30]2)[C:14](=[O:28])[NH:15][C:16]2[S:17][C:18]([S:21][C:22]([CH3:27])([CH3:26])[C:23]([OH:25])=[O:24])=[CH:19][N:20]=2)[CH:5]=[CH:6][CH:7]=1, predict the reactants needed to synthesize it. The reactants are: CO[C:3]1[CH:8]=[CH:7][CH:6]=[CH:5][C:4]=1[S:9][CH2:10][CH2:11][CH2:12][N:13]([C@H:29]1[CH2:34][CH2:33][C@H:32]([CH3:35])[CH2:31][CH2:30]1)[C:14](=[O:28])[NH:15][C:16]1[S:17][C:18]([S:21][C:22]([CH3:27])([CH3:26])[C:23]([OH:25])=[O:24])=[CH:19][N:20]=1.[F:36]C1C=C(S)C=CC=1.C(OC(=O)C(SC1SC(N)=NC=1)(C)C)C. (2) Given the product [CH2:19]([O:1][C:2]1[CH:10]=[C:9]2[C:5]([CH2:6][CH2:7][C:8]2=[O:11])=[CH:4][CH:3]=1)[CH:20]([CH3:22])[CH3:21], predict the reactants needed to synthesize it. The reactants are: [OH:1][C:2]1[CH:10]=[C:9]2[C:5]([CH2:6][CH2:7][C:8]2=[O:11])=[CH:4][CH:3]=1.C([O-])([O-])=O.[K+].[K+].Br[CH2:19][CH:20]([CH3:22])[CH3:21].O. (3) Given the product [CH:22]([C:23]1[S:24][C:18]([NH2:17])=[CH:19][N:20]=1)([CH3:27])[CH3:21], predict the reactants needed to synthesize it. The reactants are: CC(C)C(O)=O.CSP1(=S)SP(=S)(SC)S1.[NH2:17][CH2:18][C:19]#[N:20].[CH3:21][CH:22]([CH3:27])[C:23](SC)=[S:24]. (4) Given the product [O:33]=[C:34]1[C:42]2[C:37](=[CH:38][CH:39]=[CH:40][CH:41]=2)[C:36](=[O:43])[N:35]1[CH2:13][CH2:14][N:15]1[CH2:16][CH2:17][CH:18]([C:21]2[CH:22]=[C:23]([NH:27][C:28](=[O:32])[CH:29]([CH3:30])[CH3:31])[CH:24]=[CH:25][CH:26]=2)[CH2:19][CH2:20]1, predict the reactants needed to synthesize it. The reactants are: O=C1C2C(=CC=CC=2)C(=O)N1C[CH2:13][CH2:14][N:15]1[CH2:20][CH2:19][CH:18]([C:21]2[CH:22]=[C:23]([NH:27][C:28](=[O:32])[CH:29]([CH3:31])[CH3:30])[CH:24]=[CH:25][CH:26]=2)[CH2:17][CH2:16]1.[O:33]=[C:34]1[C:42]2[C:37](=[CH:38][CH:39]=[CH:40][CH:41]=2)[C:36](=[O:43])[N:35]1CCCCN1CCC(C2C=C(NC(=O)C(C)C)C=CC=2)CC1.O=C1C2C(=CC=CC=2)C(=O)N1CCCCCN1CCC(C2C=C(NC(=O)C(C)C)C=CC=2)CC1.